From a dataset of Reaction yield outcomes from USPTO patents with 853,638 reactions. Predict the reaction yield, written as a fraction of the theoretical maximum amount of product (1.0 means a 100% yield; for example, 0.34 means a 34% yield). (1) The reactants are [C:1](OCC)(OCC)([O:3][CH2:4][CH3:5])[CH3:2].[C:12](#[N:16])[CH2:13][C:14]#[N:15].C(O)(=O)C. The catalyst is C(O)C. The product is [CH2:1]([O:3][C:4](=[C:13]([C:12]#[N:16])[C:14]#[N:15])[CH3:5])[CH3:2]. The yield is 0.940. (2) The reactants are [C:1]([O:5][C:6]([N:8]1[CH2:12][CH2:11][CH2:10][C@@H:9]1[CH2:13][O:14][C:15]1[CH:20]=[CH:19][C:18]([OH:21])=[CH:17][CH:16]=1)=[O:7])([CH3:4])([CH3:3])[CH3:2].Br[C:23]1[CH:28]=[CH:27][C:26]([C:29]2[O:33][CH:32]=[N:31][CH:30]=2)=[CH:25][CH:24]=1.C(=O)([O-])[O-].[Cs+].[Cs+].CN(C)CC(O)=O.Cl. The catalyst is O1CCOCC1.[Cu]I. The product is [C:1]([O:5][C:6]([N:8]1[CH2:12][CH2:11][CH2:10][C@@H:9]1[CH2:13][O:14][C:15]1[CH:20]=[CH:19][C:18]([O:21][C:23]2[CH:24]=[CH:25][C:26]([C:29]3[O:33][CH:32]=[N:31][CH:30]=3)=[CH:27][CH:28]=2)=[CH:17][CH:16]=1)=[O:7])([CH3:4])([CH3:2])[CH3:3]. The yield is 0.650. (3) The reactants are [NH2:1][C:2]1[CH:31]=[CH:30][C:5]([CH2:6][C:7]2[NH:15][C:14]3[C:13](=[O:16])[N:12]([CH2:17][C:18]4[CH:23]=[CH:22][CH:21]=[CH:20][C:19]=4[F:24])[C:11](=[O:25])[N:10]([CH2:26][CH:27]4[CH2:29][CH2:28]4)[C:9]=3[N:8]=2)=[CH:4][CH:3]=1.[CH3:32][S:33](Cl)(=[O:35])=[O:34]. No catalyst specified. The product is [CH:27]1([CH2:26][N:10]2[C:9]3[N:8]=[C:7]([CH2:6][C:5]4[CH:4]=[CH:3][C:2]([NH:1][S:33]([CH3:32])(=[O:35])=[O:34])=[CH:31][CH:30]=4)[NH:15][C:14]=3[C:13](=[O:16])[N:12]([CH2:17][C:18]3[CH:23]=[CH:22][CH:21]=[CH:20][C:19]=3[F:24])[C:11]2=[O:25])[CH2:28][CH2:29]1. The yield is 0.280. (4) The reactants are [F:1][C:2]([F:27])([F:26])[C:3]1[C:12]([O:13][CH:14]2[CH2:19][CH2:18][CH:17]([C:20]([F:23])([F:22])[F:21])[CH2:16][CH2:15]2)=[CH:11][CH:10]=[C:9]2[C:4]=1[CH:5]=[CH:6][C:7]([CH:24]=O)=[CH:8]2.[N:28]1[NH:29][N:30]=[N:31][C:32]=1[CH:33]1[CH2:38][CH2:37][NH:36][CH2:35][CH2:34]1.C([BH3-])#N.[Na+]. The catalyst is C(O)C. The product is [N:31]1[NH:30][N:29]=[N:28][C:32]=1[CH:33]1[CH2:38][CH2:37][N:36]([CH2:24][C:7]2[CH:6]=[CH:5][C:4]3[C:9](=[CH:10][CH:11]=[C:12]([O:13][C@H:14]4[CH2:19][CH2:18][C@@H:17]([C:20]([F:21])([F:22])[F:23])[CH2:16][CH2:15]4)[C:3]=3[C:2]([F:1])([F:27])[F:26])[CH:8]=2)[CH2:35][CH2:34]1. The yield is 0.330.